This data is from Catalyst prediction with 721,799 reactions and 888 catalyst types from USPTO. The task is: Predict which catalyst facilitates the given reaction. (1) Reactant: [S:1]1[C:9]2[CH:8]=[C:7]([C:10]([OH:12])=O)[N:6]=[CH:5][C:4]=2[CH:3]=[CH:2]1.[NH:13]1[CH:17]=[CH:16][N:15]=[C:14]1[NH:18][C:19]([C:21]1[C:29]2[NH:28][C:27]([NH2:30])=[N:26][C:25]=2[CH:24]=[CH:23][CH:22]=1)=[O:20].CN(C(ON1N=NC2C=CC=CC1=2)=[N+](C)C)C.F[P-](F)(F)(F)(F)F.CCN(C(C)C)C(C)C. Product: [NH:15]1[CH:16]=[CH:17][N:13]=[C:14]1[NH:18][C:19]([C:21]1[C:29]2[NH:28][C:27]([NH:30][C:10]([C:7]3[N:6]=[CH:5][C:4]4[CH:3]=[CH:2][S:1][C:9]=4[CH:8]=3)=[O:12])=[N:26][C:25]=2[CH:24]=[CH:23][CH:22]=1)=[O:20]. The catalyst class is: 3. (2) Reactant: [OH:1][C@@H:2]1[C@H:6]([OH:7])[C@@H:5]([CH2:8][OH:9])[O:4][CH:3]1[N:10]1[CH:18]=[N:17][C:16]2[C:11]1=[N:12][C:13]([N:25]1[CH:29]=[C:28]([C:30]([NH2:32])=O)[CH:27]=[N:26]1)=[N:14][C:15]=2[NH:19][CH:20]1[CH2:24][CH2:23][CH2:22][CH2:21]1.C(N(CC)CC)C.O=P(Cl)(Cl)Cl. The catalyst class is: 9. Product: [OH:1][CH:2]1[CH:6]([OH:7])[C@@H:5]([CH2:8][OH:9])[O:4][C@H:3]1[N:10]1[CH:18]=[N:17][C:16]2[C:11]1=[N:12][C:13]([N:25]1[CH:29]=[C:28]([C:30]#[N:32])[CH:27]=[N:26]1)=[N:14][C:15]=2[NH:19][CH:20]1[CH2:21][CH2:22][CH2:23][CH2:24]1. (3) Reactant: [CH3:1][S:2]([CH2:5][CH2:6][C:7]([OH:9])=O)(=[O:4])=[O:3].CN(C(ON1N=NC2C=CC=NC1=2)=[N+](C)C)C.F[P-](F)(F)(F)(F)F.CCN(C(C)C)C(C)C.Cl.[F:44][C:45]1[CH:53]=[C:52]2[C:48]([C:49]([C:63]3[CH:64]=[N:65][N:66]([CH:68]4[CH2:73][CH2:72][NH:71][CH2:70][CH2:69]4)[CH:67]=3)=[CH:50][N:51]2[S:54]([C:57]2[CH:62]=[CH:61][CH:60]=[CH:59][CH:58]=2)(=[O:56])=[O:55])=[CH:47][CH:46]=1. Product: [F:44][C:45]1[CH:53]=[C:52]2[C:48]([C:49]([C:63]3[CH:64]=[N:65][N:66]([CH:68]4[CH2:73][CH2:72][N:71]([C:7](=[O:9])[CH2:6][CH2:5][S:2]([CH3:1])(=[O:4])=[O:3])[CH2:70][CH2:69]4)[CH:67]=3)=[CH:50][N:51]2[S:54]([C:57]2[CH:58]=[CH:59][CH:60]=[CH:61][CH:62]=2)(=[O:55])=[O:56])=[CH:47][CH:46]=1. The catalyst class is: 3.